This data is from Reaction yield outcomes from USPTO patents with 853,638 reactions. The task is: Predict the reaction yield, written as a fraction of the theoretical maximum amount of product (1.0 means a 100% yield; for example, 0.34 means a 34% yield). The reactants are [Br-].[CH3:2][N:3]([CH3:25])[CH2:4][CH2:5][P+](C1C=CC=CC=1)(C1C=CC=CC=1)C1C=CC=CC=1.C([Li])CCC.[CH2:31]([O:38][C:39]1[C:40]([NH:47][C:48]2[S:49][CH:50]=[C:51]([CH3:53])[N:52]=2)=[N:41][CH:42]=[C:43]([CH:46]=1)[CH:44]=O)[C:32]1[CH:37]=[CH:36][CH:35]=[CH:34][CH:33]=1.[ClH:54]. The catalyst is C1COCC1. The product is [ClH:54].[ClH:54].[CH2:31]([O:38][C:39]1[C:40]([NH:47][C:48]2[S:49][CH:50]=[C:51]([CH3:53])[N:52]=2)=[N:41][CH:42]=[C:43](/[CH:44]=[CH:5]/[CH2:4][N:3]([CH3:25])[CH3:2])[CH:46]=1)[C:32]1[CH:37]=[CH:36][CH:35]=[CH:34][CH:33]=1. The yield is 0.513.